The task is: Predict the product of the given reaction.. This data is from Forward reaction prediction with 1.9M reactions from USPTO patents (1976-2016). (1) Given the reactants C1C=CC=CC=1.[Br:7][C:8]1[CH:9]=[C:10]([CH:13]=[O:14])S[CH:12]=1.[CH2:15](O)[CH2:16][OH:17].O.C1(C)C=CC(S(O)(=O)=[O:27])=CC=1, predict the reaction product. The product is: [Br:7][C:8]1[CH:9]=[C:10]([CH:13]2[O:14][CH2:15][CH2:16][O:17]2)[O:27][CH:12]=1. (2) Given the reactants [Br:1][C:2]1[C:11]2[C:6](=[CH:7][C:8](Br)=[CH:9][CH:10]=2)[CH:5]=[CH:4][C:3]=1[O:13][CH2:14][C:15]#[N:16].[S:17]1[C:21]2[CH:22]=[CH:23][CH:24]=[CH:25][C:20]=2[CH:19]=[C:18]1B(O)O.C(=O)([O-])[O-].[K+].[K+].Cl, predict the reaction product. The product is: [S:17]1[C:18]([C:8]2[CH:7]=[C:6]3[C:11](=[CH:10][CH:9]=2)[C:2]([Br:1])=[C:3]([O:13][CH2:14][C:15]#[N:16])[CH:4]=[CH:5]3)=[CH:19][C:20]2[CH:25]=[CH:24][CH:23]=[CH:22][C:21]1=2. (3) The product is: [CH2:1]1[C:10]2[CH:5]([CH2:6][CH:7]=[CH:8][CH:9]=2)[CH2:4][CH2:3][NH:2]1. Given the reactants [CH2:1]1[C:10]2[C:5](=[CH:6][CH:7]=[CH:8][CH:9]=2)[CH2:4][CH2:3][NH:2]1.CN.[Li].O, predict the reaction product. (4) Given the reactants [O:1]=[C:2]1[O:7][C@H:6]([C:8]2[CH:13]=[CH:12][CH:11]=[CH:10][CH:9]=2)[C@H:5]([C:14]2[CH:19]=[CH:18][CH:17]=[CH:16][CH:15]=2)[N:4]([C:20]([O:22][C:23]([CH3:26])([CH3:25])[CH3:24])=[O:21])[CH2:3]1.C[Si]([N-][Si](C)(C)C)(C)C.[K+].[CH2:37](Br)[CH:38]=[CH2:39].[Cl-].[NH4+], predict the reaction product. The product is: [CH2:39]([C@H:3]1[C:2](=[O:1])[O:7][C@H:6]([C:8]2[CH:13]=[CH:12][CH:11]=[CH:10][CH:9]=2)[C@H:5]([C:14]2[CH:15]=[CH:16][CH:17]=[CH:18][CH:19]=2)[N:4]1[C:20]([O:22][C:23]([CH3:26])([CH3:25])[CH3:24])=[O:21])[CH:38]=[CH2:37].